From a dataset of Full USPTO retrosynthesis dataset with 1.9M reactions from patents (1976-2016). Predict the reactants needed to synthesize the given product. (1) Given the product [C:34]([O:33][C:31]([N:2]([CH2:6][CH:4]1[CH2:5][CH2:3]1)[C@@H:3]1[CH2:5][C@H:4]1[C:6]1[CH:7]=[C:8]([CH:13]=[CH:14][CH:15]=1)[C:9]([O:11][CH3:12])=[O:10])=[O:32])([CH3:35])([CH3:36])[CH3:37], predict the reactants needed to synthesize it. The reactants are: Cl.[NH2:2][C@@H:3]1[CH2:5][C@H:4]1[C:6]1[CH:7]=[C:8]([CH:13]=[CH:14][CH:15]=1)[C:9]([O:11][CH3:12])=[O:10].C(=O)([O-])O.[Na+].[BH4-].[Na+].[C:31](O[C:31]([O:33][C:34]([CH3:37])([CH3:36])[CH3:35])=[O:32])([O:33][C:34]([CH3:37])([CH3:36])[CH3:35])=[O:32]. (2) Given the product [CH3:1][O:2][C:3](=[O:15])[C:4]1[CH:9]=[CH:8][C:7]([C:10]([CH3:23])([CH3:12])[CH2:11][CH:16]=[CH2:17])=[CH:6][CH:5]=1, predict the reactants needed to synthesize it. The reactants are: [CH3:1][O:2][C:3](=[O:15])[C:4]1[CH:9]=[CH:8][C:7]([C:10](OC)([CH3:12])[CH3:11])=[CH:6][CH:5]=1.[CH2:16]([Si](C)(C)C)[CH:17]=C.[CH2:23](Cl)Cl. (3) Given the product [F:2][C:3]1[CH:4]=[CH:5][C:6]([C:7]([CH:9]2[CH2:14][CH2:13][N:12]([C:17]([O:19][C:20]([CH3:23])([CH3:22])[CH3:21])=[O:18])[CH2:11][CH2:10]2)=[O:8])=[CH:15][CH:16]=1, predict the reactants needed to synthesize it. The reactants are: Cl.[F:2][C:3]1[CH:16]=[CH:15][C:6]([C:7]([CH:9]2[CH2:14][CH2:13][NH:12][CH2:11][CH2:10]2)=[O:8])=[CH:5][CH:4]=1.[C:17](O[C:17]([O:19][C:20]([CH3:23])([CH3:22])[CH3:21])=[O:18])([O:19][C:20]([CH3:23])([CH3:22])[CH3:21])=[O:18]. (4) Given the product [N:9]1[CH:10]=[CH:11][CH:12]=[N:13][C:8]=1[C:5]1[CH:4]=[CH:3][C:2](=[O:14])[NH:7][CH:6]=1, predict the reactants needed to synthesize it. The reactants are: F[C:2]1[N:7]=[CH:6][C:5]([C:8]2[N:13]=[CH:12][CH:11]=[CH:10][N:9]=2)=[CH:4][CH:3]=1.[O:14]1CCOCC1.Cl. (5) Given the product [Cl:1][C:2]1[N:3]=[C:4]([CH3:13])[C:5]([C:9]([O:11][CH3:12])=[O:10])=[C:6]([NH:14][C:15]2[CH:16]=[C:17]([CH3:21])[CH:18]=[CH:19][CH:20]=2)[N:7]=1, predict the reactants needed to synthesize it. The reactants are: [Cl:1][C:2]1[N:7]=[C:6](Cl)[C:5]([C:9]([O:11][CH3:12])=[O:10])=[C:4]([CH3:13])[N:3]=1.[NH2:14][C:15]1[CH:20]=[CH:19][CH:18]=[C:17]([CH3:21])[CH:16]=1.CCN(C(C)C)C(C)C.